From a dataset of Catalyst prediction with 721,799 reactions and 888 catalyst types from USPTO. Predict which catalyst facilitates the given reaction. Reactant: C[O:2][C:3]1[CH:8]=[CH:7][C:6]([N:9]([CH3:19])[C:10](=[O:18])[CH2:11][C:12]2[CH:17]=[CH:16][CH:15]=[CH:14][CH:13]=2)=[CH:5][CH:4]=1.B(Br)(Br)Br.C([O-])([O-])=O.[Na+].[Na+]. Product: [OH:2][C:3]1[CH:8]=[CH:7][C:6]([N:9]([CH3:19])[C:10](=[O:18])[CH2:11][C:12]2[CH:13]=[CH:14][CH:15]=[CH:16][CH:17]=2)=[CH:5][CH:4]=1. The catalyst class is: 34.